From a dataset of Catalyst prediction with 721,799 reactions and 888 catalyst types from USPTO. Predict which catalyst facilitates the given reaction. (1) Reactant: [CH:1]1([S:7]([CH2:10][C:11]2[N:12]=[C:13]([C:17]3[CH:25]=[CH:24][C:20]([C:21]([OH:23])=O)=[CH:19][CH:18]=3)[O:14][C:15]=2[CH3:16])(=[O:9])=[O:8])[CH2:6][CH2:5][CH2:4][CH2:3][CH2:2]1.[N:26]1[CH:31]=[CH:30][CH:29]=[C:28]([CH2:32][NH2:33])[CH:27]=1.CCN=C=NCCCN(C)C.C1C=CC2N(O)N=NC=2C=1.C(N(CC)CC)C. Product: [CH:1]1([S:7]([CH2:10][C:11]2[N:12]=[C:13]([C:17]3[CH:25]=[CH:24][C:20]([C:21]([NH:33][CH2:32][C:28]4[CH:27]=[N:26][CH:31]=[CH:30][CH:29]=4)=[O:23])=[CH:19][CH:18]=3)[O:14][C:15]=2[CH3:16])(=[O:8])=[O:9])[CH2:6][CH2:5][CH2:4][CH2:3][CH2:2]1. The catalyst class is: 35. (2) Reactant: [C:1]([O:5][C:6](=[O:22])[NH:7][CH2:8][CH2:9][C:10]1[CH:15]=[CH:14][C:13]([C:16]2[N:17]=[C:18]([NH2:21])[S:19][CH:20]=2)=[CH:12][CH:11]=1)([CH3:4])([CH3:3])[CH3:2].[C:23](OC(=O)C)(=[O:25])[CH3:24].N1C=CC=CC=1. Product: [C:23]([NH:21][C:18]1[S:19][CH:20]=[C:16]([C:13]2[CH:14]=[CH:15][C:10]([CH2:9][CH2:8][NH:7][C:6](=[O:22])[O:5][C:1]([CH3:4])([CH3:2])[CH3:3])=[CH:11][CH:12]=2)[N:17]=1)(=[O:25])[CH3:24]. The catalyst class is: 112. (3) Reactant: [F:1][C:2]([F:32])([F:31])[C:3]1[CH:8]=[CH:7][C:6]([C:9]2[C:10]([C:15]([NH:17][C:18]3[CH:27]=[C:26]4[C:21]([CH:22]=[C:23]([C:28]([OH:30])=O)[CH:24]=[N:25]4)=[CH:20][CH:19]=3)=[O:16])=[CH:11][CH:12]=[CH:13][CH:14]=2)=[CH:5][CH:4]=1.[CH2:33]([NH2:36])[CH2:34][CH3:35].Cl.CN(C)CCCN=C=NCC.ON1C2C=CC=CC=2N=N1.C(N(CC)CC)C. Product: [CH2:33]([NH:36][C:28]([C:23]1[CH:24]=[N:25][C:26]2[C:21]([CH:22]=1)=[CH:20][CH:19]=[C:18]([NH:17][C:15]([C:10]1[C:9]([C:6]3[CH:7]=[CH:8][C:3]([C:2]([F:31])([F:32])[F:1])=[CH:4][CH:5]=3)=[CH:14][CH:13]=[CH:12][CH:11]=1)=[O:16])[CH:27]=2)=[O:30])[CH2:34][CH3:35]. The catalyst class is: 4. (4) Reactant: [Cl:1][C:2]1[CH:10]=[CH:9][C:8]([C:11]2[N:12]([C:22]([O:24][C:25]([CH3:28])([CH3:27])[CH3:26])=[O:23])[C:13]3[C:18]([CH:19]=2)=[CH:17][C:16]([CH:20]=O)=[CH:15][CH:14]=3)=[C:7]2[C:3]=1[CH2:4][NH:5][C:6]2=[O:29].Cl.[NH2:31][CH2:32][C:33]([NH2:35])=[O:34].C(N(CC)CC)C.C(O)(=O)C.C(O[BH-](OC(=O)C)OC(=O)C)(=O)C.[Na+].Cl. Product: [Cl:1][C:2]1[CH:10]=[CH:9][C:8]([C:11]2[N:12]([C:22]([O:24][C:25]([CH3:27])([CH3:26])[CH3:28])=[O:23])[C:13]3[C:18]([CH:19]=2)=[CH:17][C:16]([CH2:20][NH:31][CH2:32][C:33]([NH2:35])=[O:34])=[CH:15][CH:14]=3)=[C:7]2[C:3]=1[CH2:4][NH:5][C:6]2=[O:29]. The catalyst class is: 115. (5) Reactant: Cl[C:2]([O:4][CH2:5][C:6]([Cl:9])([Cl:8])[Cl:7])=[O:3].C([N:12](CC)CC)C.CCN(C(C)C)C(C)C.C(Cl)Cl. Product: [C:2](=[O:3])([O:4][CH2:5][C:6]([Cl:9])([Cl:8])[Cl:7])[NH2:12]. The catalyst class is: 396.